From a dataset of Drug-target binding data from BindingDB using IC50 measurements. Regression. Given a target protein amino acid sequence and a drug SMILES string, predict the binding affinity score between them. We predict pIC50 (pIC50 = -log10(IC50 in M); higher means more potent). Dataset: bindingdb_ic50. (1) The compound is C[C@]1(Cn2ccnn2)[C@H](C(=O)O)N2C(=O)C[C@H]2S1(=O)=O. The target protein sequence is MKRSFFMLKTKITSSILVGACLLIGCSNGNEQPVSNEPEPEESVETGEAVFKALEEEYAARLGVFALDTGTGQTVSYRSDERFTYASAHKPLAVAVLLQQKSIEELEQLITYSADDLVNYNPITENHVETGMTLRELSDASIRYSDNTAANFIFDEIGGPEGFKEGLRAIGDTVTEPERIEPELNHVEPGEIQDTSTPEALAKSLQEFALGEALPADKQELLIDWLIGNTTGDALIRAGVPEGWEVGDKTGAGSYGTRNDIAILWPPEKEPIILAVLSSKDEKDAEYDDELIAKATEEVINLLAQTE. The pIC50 is 8.4. (2) The drug is O=C1c2c(O)cccc2Cc2ccc(C(CCc3ccccc3)C(=O)O)c(O)c21. The target protein sequence is MPSYTVTVATGSQWFAGTDDYIYLSLVGSAGCSEKHLLDKPFYNDFERGAVDSYDVTVDEELGDIQLIKIEKRKYWFHDDWYLKYITVKTPCGDYIEFPCYRWISGEGEIVLRDGQAKLACDDQIHVLKQHRRKELETRQKQYRWMEWNPGFPLSIDAKCHKDLPRDIQFDSEKGVDFVLNYSKAMENLFINRFMHMFQSSWSDFADFEKIFVRISNTISERVMNHWQEDRMFGYQFLNGCNPVMIQRCLKLPDNLPVTTEMVECSLERQLTLEQEIEQGNIFIVDFKLLDGIDANKTDPCTLQFLAAPICLLYKNLANKIVPIAIQLNQVPGEENPIFLPSDAKYDWLLAKIWVRSSDFHVHQTITHLLRTHLVSEVFGIAMYRQLPAVHPIFKLLVAHVRFTIAINTKAREQLICEYGLFDKANATGG. The pIC50 is 5.7. (3) The compound is COCc1cc(C(=O)Nc2cc(-n3ccn4nc(-c5cccnc5)cc34)c(C)cc2C)cc(S(F)(F)(F)(F)F)c1. The target protein sequence is NVQRRMAQAFQNVREEPAVQFNSGTLALNRKVKNNPDPTIYPVLDWNDIKFQDVIGEGNFGQVLKARIKKDGLRMDAAIKRMKEYASKDDHRDFAGELEVLCKLGHHPNIINLLGACEHRGYLYLAIEYAPHGNLLDFLRKSRVLETDPAFAIANSTASTLSSQQLLHFAADVARGMDYLSQKQFIHRDLAARNILVGENYVAKIADFGLSRGQEVYVKKTMGRLPVRWMAIESLNYSVYTTNSDVWSYGVLLWEIVSLGGTPYCGMTCAELYEKLPQGYRLEKPLNCDDEVYDLMRQCWREKPYERPSFAQILVSLNRMLEERKTYVNTTLYEKFTYAGIDCSAEEAA. The pIC50 is 8.8. (4) The small molecule is Cc1cc(C2C(=O)C(C(=O)c3ccc(Cl)cc3)C(=O)CC2(C)C)on1. The target protein (P32755) has sequence MTTYSNKGPKPERGRFLHFHSVTFWVGNAKQAASFYCNKMGFEPLAYKGLETGSREVVSHVIKQGKIVFVLCSALNPWNKEMGDHLVKHGDGVKDIAFEVEDCEHIVQKARERGAKIVREPWVEEDKFGKVKFAVLQTYGDTTHTLVEKINYTGRFLPGFEAPTYKDTLLPKLPSCNLEIIDHIVGNQPDQEMESASEWYLKNLQFHRFWSVDDTQVHTEYSSLRSIVVANYEESIKMPINEPAPGRKKSQIQEYVDYNGGAGVQHIALRTEDIITTIRHLRERGMEFLAVPSSYYRLLRENLKTSKIQVKENMDVLEELKILVDYDEKGYLLQIFTKPMQDRPTLFLEVIQRHNHQGFGAGNFNSLFKAFEEEQALRGNLTDLETNGVRSGM. The pIC50 is 4.2. (5) The drug is CC(C)(C)C(=O)NCc1ccc(Cl)c(C(=O)Nc2ncc[nH]2)c1. The target protein (A0SYQ0) has sequence MPPPVLALVSGQALPAFLLCSTLLVIKMYVVAVITGQVRLRKKAFANPEDALRHGGLQYCRSDQDVDRCLRAHRNDMETIYPFLFLGFVYSFLGPDPFIAQMHFLVFFLGRMVHTVAYLGKLRAPTRSLAYTVAQLPCASMALQIVWEAACHL. The pIC50 is 9.2. (6) The drug is CC(C)(C)n1nc(-c2cccc3ccccc23)c2c(N)ncnc21. The target protein (Q8KRU5) has sequence MTSRYRSSEAHQGLASFSPRRRTVVKAAAATAVLAGPLAAALPARATTGTPAFLHGVASGDPLPDGVLLWTRVTPTADATPGSGLGPDTEVGWTVATDKAFTNVVAKGSTTATAASDHTVKADIRGLAPATDHWFRFSAGGTDSPAGRARTAPAADAAVAGLRFGVVSCANWEAGYFAAYRHLAARGDLDAWLHLGDYIYEYGAGEYGTRGTSVRSHAPAHEILTLADYRVRHGRYKTDPDLQALHAAAPVVAIWDDHEIANDTWSGGAENHTEGVEGAWAARQAAAKQAYFEWMPVRPAIAGTTYRRLRFGKLADLSLLDLRSFRAQQVSLGDGDVDDPDRTLTGRAQLDWLKAGLKSSDTTWRLVGNSVMIAPFAIGSLSAELLKPLAKLLGLPQEGLAVNTDQWDGYTDDRRELLAHLRSNAIRNTVFLTGDIHMAWANDVPVNAGTYPLSASAATEFVVTSVTSDNLDDLVKVPEGTVSALASPVIRAANRHVHWV.... The pIC50 is 7.2. (7) The target protein sequence is APITAYAQQTRGLLGCIITSLTGRDKNQVEGEVQIVSTAAQTFLATCINGVCWTVYHGAGTRTIASPKGPVIQMYTNVDQDLVGWPAPQGARSLTPCTCGSSDLYLVTRHADVIPVRRRGDSRGSLLSPRPISYLKGSSGGPLLCPAGHAVGLFRAAVCTRGVAKAVAFIPVENLETTMRS. The drug is C=CC(=O)NC[C@H](NC(=O)[C@@H](NC(=O)c1cnccn1)C1CCCCC1)C(=O)N1C[C@@H]2CCC[C@@H]2[C@H]1C(=O)N[C@@H](CCC)C(=O)C(=O)NC1CC1. The pIC50 is 7.0. (8) The small molecule is Cc1ccsc1C(=O)Nc1ccc(S(=O)(=O)NC2CCOC2=O)cc1. The target protein sequence is MKYLPILVVEDDADLREAIVDTLSLAGYPTLEAADGGSALQKLAQEPVGLIISDAQMAPMDGYDLFEEAKKRYPGVPFILMTAYGVIERAIELLRAGAAHYLLKPFEPQSLLAEVDKHLLAMPGDGGGEVVAESAAMRQLFALAGRVAQSDASVMISGPSGSGKEVLARYIHRHSKRGSGPFVAVNCAAIPDNLLESTLFGHERGAFTGAAQALPGKFEQAQGGTILLDEVTEMPLPLQAKLLRVLQEREVERIGATRTIKLDIRVLATSNRDLQAAVEAGNFREDLYFRLNVFPLRIPALAERPEDILPLARFLLKKHAEAAGRASLVFSRDAERHLTAYSWEGNIRELDNVVQRAVILAAGAEILAADLMLGDIAGVGQFTRAESESDSSVSGETDMKTLEKRHILETLAAVGGVKKLAAEKLGISERTLRYKLQRYRDEDAADAGGNVPEGSGTE. The pIC50 is 4.2. (9) The small molecule is CN(C)C(=O)Nc1ccc(CN2CCC(C(O)(c3ccc(C(F)(F)F)cc3)c3ccc(C(F)(F)F)cc3)CC2)cc1. The target protein (Q9Z148) has sequence MRGLPRGRGLMRARGRGRAAPTGGRGRGRGGAHRGRGRPRSLLSLPRAQASWAPQLPAGLTGPPVPCLPSQGEAPAEMGALLLEKEPRGAAERVHSSLGDTPQSEETLPKANPDSLEPAGPSSPASVTVTVGDEGADTPVGAASLIGDEPESLEGDGGRIVLGHATKSFPSSPSKGGACPSRAKMSMTGAGKSPPSVQSLAMRLLSMPGAQGAATAGPEPSPATTAAQEGQPKVHRARKTMSKPSNGQPPIPEKRPPEVQHFRMSDDMHLGKVTSDVAKRRKLNSGSLSEDLGSAGGSGDIILEKGEPRPLEEWETVVGDDFSLYYDAYSVDERVDSDSKSEVEALAEQLSEEEEEEEEEEEEEEEEEEEEEEEEEDEESGNQSDRSGSSGRRKAKKKWRKDSPWVKPSRKRRKREPPRAKEPRGVNGVGSSGPSEYMEVPLGSLELPSEGTLSPNHAGVSNDTSSLETERGFEELPLCSCRMEAPKIDRISERAGHKCM.... The pIC50 is 5.2.